This data is from Forward reaction prediction with 1.9M reactions from USPTO patents (1976-2016). The task is: Predict the product of the given reaction. (1) Given the reactants [CH2:1]([NH:3][CH2:4][C@H:5]([C:9]1[CH:14]=[CH:13][C:12]([F:15])=[CH:11][CH:10]=1)[CH2:6][CH:7]=[CH2:8])[CH3:2].CCN(C(C)C)C(C)C.[C:25]([C:27]1[CH:28]=[C:29]([C:37](Cl)=[O:38])[C:30]2[CH2:31][CH2:32][CH2:33][CH2:34][C:35]=2[CH:36]=1)#[N:26], predict the reaction product. The product is: [C:25]([C:27]1[CH:28]=[C:29]([C:37]([N:3]([CH2:1][CH3:2])[CH2:4][C@H:5]([C:9]2[CH:10]=[CH:11][C:12]([F:15])=[CH:13][CH:14]=2)[CH2:6][CH:7]=[CH2:8])=[O:38])[C:30]2[CH2:31][CH2:32][CH2:33][CH2:34][C:35]=2[CH:36]=1)#[N:26]. (2) Given the reactants [CH2:1]([O:8][N:9]1[C:18]2[C:13](=[CH:14][C:15](Br)=[CH:16][N:17]=2)[C:12]([OH:20])=[C:11]([C:21]([O:23][CH2:24][CH3:25])=[O:22])[C:10]1=[O:26])[C:2]1[CH:7]=[CH:6][CH:5]=[CH:4][CH:3]=1.[CH3:27][O:28][C:29]1[CH:34]=[CH:33][CH:32]=[CH:31][C:30]=1B([O-])[O-].C(=O)([O-])[O-].[Na+].[Na+].CCOC(C)=O, predict the reaction product. The product is: [CH2:1]([O:8][N:9]1[C:18]2[C:13](=[CH:14][C:15]([C:30]3[CH:31]=[CH:32][CH:33]=[CH:34][C:29]=3[O:28][CH3:27])=[CH:16][N:17]=2)[C:12]([OH:20])=[C:11]([C:21]([O:23][CH2:24][CH3:25])=[O:22])[C:10]1=[O:26])[C:2]1[CH:7]=[CH:6][CH:5]=[CH:4][CH:3]=1.